This data is from Full USPTO retrosynthesis dataset with 1.9M reactions from patents (1976-2016). The task is: Predict the reactants needed to synthesize the given product. (1) Given the product [CH3:14][C:15]1[CH:20]=[C:19]([CH3:21])[CH:18]=[C:17]([CH3:22])[C:16]=1[CH:23]1[C:24](=[O:29])[CH:25]=[CH:26][C:27]1=[O:28], predict the reactants needed to synthesize it. The reactants are: CC(C)=O.OS(O)(=O)=O.O=[Cr](=O)=O.[CH3:14][C:15]1[CH:20]=[C:19]([CH3:21])[CH:18]=[C:17]([CH3:22])[C:16]=1[CH:23]1[C:27](=[O:28])[CH:26]=[CH:25][CH:24]1[OH:29].C(O)(C)C. (2) Given the product [CH3:11][O:10][C:9](=[O:12])[NH:8][C:5]1[CH:6]=[CH:7][C:2]([NH:23][CH2:22][CH:16]2[CH2:21][CH2:20][CH2:19][CH2:18][CH2:17]2)=[C:3]([N+:13]([O-:15])=[O:14])[CH:4]=1, predict the reactants needed to synthesize it. The reactants are: F[C:2]1[CH:7]=[CH:6][C:5]([NH:8][C:9](=[O:12])[O:10][CH3:11])=[CH:4][C:3]=1[N+:13]([O-:15])=[O:14].[CH:16]1([CH2:22][NH2:23])[CH2:21][CH2:20][CH2:19][CH2:18][CH2:17]1. (3) Given the product [CH:35]([C:37]1[O:10][N:11]=[C:12]([N:14]2[CH2:19][CH2:18][CH:17]([CH2:20][CH2:21][CH2:22][OH:23])[CH2:16][CH2:15]2)[N:13]=1)([CH3:36])[CH3:34], predict the reactants needed to synthesize it. The reactants are: CCN(C(C)C)C(C)C.[OH:10][NH:11][C:12]([N:14]1[CH2:19][CH2:18][CH:17]([CH2:20][CH2:21][CH2:22][OH:23])[CH2:16][CH2:15]1)=[NH:13].C1C=CC2N(O)N=NC=2C=1.[C:34](O)(=O)[CH:35]([CH3:37])[CH3:36].CCN=C=NCCCN(C)C. (4) Given the product [Cl:1][C:2]1[CH:3]=[C:4]2[C:9](=[CH:10][C:11]=1[O:12][C:13]1[CH:14]=[CH:15][C:16]([C:17](=[O:18])[NH:28][CH2:29][CH:30]([C:32]3[CH:37]=[CH:36][C:35]([Cl:38])=[CH:34][CH:33]=3)[OH:31])=[CH:20][CH:21]=1)[O:8][CH2:7][CH2:6][CH:5]2[C:22]([O:24][CH2:25][CH3:26])=[O:23], predict the reactants needed to synthesize it. The reactants are: [Cl:1][C:2]1[CH:3]=[C:4]2[C:9](=[CH:10][C:11]=1[O:12][C:13]1[CH:21]=[CH:20][C:16]([C:17](O)=[O:18])=[CH:15][CH:14]=1)[O:8][CH2:7][CH2:6][CH:5]2[C:22]([O:24][CH2:25][CH3:26])=[O:23].Cl.[NH2:28][CH2:29][CH:30]([C:32]1[CH:37]=[CH:36][C:35]([Cl:38])=[CH:34][CH:33]=1)[OH:31].C(N(C(C)C)C(C)C)C.N1C2C(=NC=CC=2)N(O)N=1.Cl.C(N=C=NCCCN(C)C)C. (5) Given the product [CH:1]1([C:6]2[CH:15]=[C:14]3[C:9]([C:10](=[O:18])[CH2:11][C:12]([CH3:16])([CH3:17])[O:13]3)=[C:8]([O:19][CH3:20])[C:7]=2[C:21](=[O:32])[C:22]2[CH:27]=[CH:26][C:25]([C:28]([F:29])([F:30])[F:31])=[CH:24][CH:23]=2)[CH2:2][CH2:3][CH2:4][CH2:5]1, predict the reactants needed to synthesize it. The reactants are: [CH:1]1([C:6]2[CH:15]=[C:14]3[C:9]([C:10](=[O:18])[CH2:11][C:12]([CH3:17])([CH3:16])[O:13]3)=[C:8]([O:19][CH3:20])[C:7]=2[CH:21]([OH:32])[C:22]2[CH:27]=[CH:26][C:25]([C:28]([F:31])([F:30])[F:29])=[CH:24][CH:23]=2)[CH2:5][CH2:4][CH2:3][CH2:2]1. (6) Given the product [C:26]([C:23]1[CH:24]=[CH:25][C:20]([CH:19]2[N:14]3[N:13]=[C:12]([NH:11][C:9]([O:8][CH2:1][CH3:2])=[O:10])[N:44]=[C:15]3[N:16]([C:34]3[CH:39]=[CH:38][CH:37]=[C:36]([C:40]([F:41])([F:43])[F:42])[CH:35]=3)[C:17]([CH3:33])=[C:18]2[C:28]([O:30][CH2:31][CH3:32])=[O:29])=[CH:21][CH:22]=1)#[N:27], predict the reactants needed to synthesize it. The reactants are: [CH2:1]([O:8][C:9]([NH:11][C:12]1[N:44]=[C:15]2[N:16]([C:34]3[CH:39]=[CH:38][CH:37]=[C:36]([C:40]([F:43])([F:42])[F:41])[CH:35]=3)[C:17]([CH3:33])=[C:18]([C:28]([O:30][CH2:31][CH3:32])=[O:29])[CH:19]([C:20]3[CH:25]=[CH:24][C:23]([C:26]#[N:27])=[CH:22][CH:21]=3)[N:14]2[N:13]=1)=[O:10])[C:2]1C=CC=CC=1.[OH-].[Li+].Cl. (7) Given the product [CH3:32][C:28]1([CH3:33])[CH2:27][CH2:26][C:25]([CH3:34])([CH3:35])[C:24]2[CH:23]=[C:22]([C:20]3[N:16]=[C:15]([N:11]4[CH2:12][CH2:13][CH2:14][NH:8][CH2:9][CH2:10]4)[S:17][CH:19]=3)[CH:31]=[CH:30][C:29]1=2, predict the reactants needed to synthesize it. The reactants are: C(OC([N:8]1[CH2:14][CH2:13][CH2:12][N:11]([C:15](=[S:17])[NH2:16])[CH2:10][CH2:9]1)=O)(C)(C)C.Br[CH2:19][C:20]([C:22]1[CH:31]=[CH:30][C:29]2[C:28]([CH3:33])([CH3:32])[CH2:27][CH2:26][C:25]([CH3:35])([CH3:34])[C:24]=2[CH:23]=1)=O. (8) Given the product [CH:18]1([N:8]2[CH:7]=[N:6][C:5]3[C:9]2=[N:10][C:2]([Cl:1])=[N:3][C:4]=3[Cl:11])[CH2:20][CH2:19]1, predict the reactants needed to synthesize it. The reactants are: [Cl:1][C:2]1[N:10]=[C:9]2[C:5]([NH:6][CH:7]=[N:8]2)=[C:4]([Cl:11])[N:3]=1.C(=O)([O-])[O-].[K+].[K+].[CH:18]1(I)[CH2:20][CH2:19]1. (9) Given the product [CH3:2][N:1]([C:16]([O:15][CH2:14][CH2:13][O:12][C:10](=[O:11])[CH2:9][CH:8]([CH3:7])[CH3:26])=[O:17])[CH2:3][C:4]([OH:6])=[O:5], predict the reactants needed to synthesize it. The reactants are: [NH:1]([CH2:3][C:4]([OH:6])=[O:5])[CH3:2].[CH3:7][CH:8]([CH3:26])[CH2:9][C:10]([O:12][CH2:13][CH2:14][O:15][C:16](ON1C(=O)CCC1=O)=[O:17])=[O:11].